Predict the reaction yield, written as a fraction of the theoretical maximum amount of product (1.0 means a 100% yield; for example, 0.34 means a 34% yield). From a dataset of Reaction yield outcomes from USPTO patents with 853,638 reactions. (1) The reactants are [C:1]([C:5]1[N:9]([CH2:10][CH:11]2[CH2:16][CH2:15][O:14][CH2:13][CH2:12]2)[C:8]2[CH:17]=[CH:18][C:19]([S:21](Cl)(=[O:23])=[O:22])=[CH:20][C:7]=2[N:6]=1)([CH3:4])([CH3:3])[CH3:2].[NH:25]1[CH2:30][CH2:29][O:28][CH2:27][CH2:26]1. The catalyst is CN(C1C=CN=CC=1)C.CC#N. The product is [C:1]([C:5]1[N:9]([CH2:10][CH:11]2[CH2:16][CH2:15][O:14][CH2:13][CH2:12]2)[C:8]2[CH:17]=[CH:18][C:19]([S:21]([N:25]3[CH2:30][CH2:29][O:28][CH2:27][CH2:26]3)(=[O:23])=[O:22])=[CH:20][C:7]=2[N:6]=1)([CH3:4])([CH3:3])[CH3:2]. The yield is 0.500. (2) The reactants are [CH2:1]([O:3][C:4]([CH:6]1[CH2:11][CH2:10][C:9](=O)[CH2:8][CH2:7]1)=[O:5])[CH3:2].[F:13][C:14]1[CH:19]=[CH:18][C:17]([NH2:20])=[CH:16][CH:15]=1.C(O)(=O)C.C(O[BH-](OC(=O)C)OC(=O)C)(=O)C.[Na+].C([O-])(O)=O.[Na+]. The catalyst is C1COCC1. The product is [CH2:1]([O:3][C:4]([CH:6]1[CH2:11][CH2:10][CH2:9][CH:8]([NH:20][C:17]2[CH:18]=[CH:19][C:14]([F:13])=[CH:15][CH:16]=2)[CH2:7]1)=[O:5])[CH3:2]. The yield is 0.870. (3) The reactants are [C:1]([O:5][C:6](=[O:17])[NH:7][C@@H:8]([C:10]1[CH:15]=[CH:14][C:13](Br)=[CH:12][CH:11]=1)[CH3:9])([CH3:4])([CH3:3])[CH3:2].[Li]CCCC.CCCCCC.[B:29](OC(C)C)([O:34]C(C)C)[O:30]C(C)C. The catalyst is O1CCCC1. The product is [C:1]([O:5][C:6]([NH:7][C@@H:8]([C:10]1[CH:15]=[CH:14][C:13]([B:29]([OH:34])[OH:30])=[CH:12][CH:11]=1)[CH3:9])=[O:17])([CH3:4])([CH3:3])[CH3:2]. The yield is 0.620. (4) The reactants are [CH:1]1([C:5]2[CH:14]=[CH:13][C:8]([C:9]([O:11][CH3:12])=[O:10])=[CH:7][CH:6]=2)[CH2:4][CH2:3][CH2:2]1.[N+:15]([O-])([OH:17])=[O:16].O. The catalyst is C(OC(=O)C)(=O)C. The product is [CH:1]1([C:5]2[CH:6]=[CH:7][C:8]([C:9]([O:11][CH3:12])=[O:10])=[CH:13][C:14]=2[N+:15]([O-:17])=[O:16])[CH2:2][CH2:3][CH2:4]1. The yield is 0.640. (5) The reactants are [C:12]([O:11][C:9](O[C:9]([O:11][C:12]([CH3:15])([CH3:14])[CH3:13])=[O:10])=[O:10])([CH3:15])([CH3:14])[CH3:13].[Br:16][C:17]1[C:25]2[C:20](=[N:21][CH:22]=[C:23]([C:26]3[C:35]4[C:30](=[CH:31][CH:32]=[CH:33][CH:34]=4)[CH:29]=[C:28]([NH:36][C:37](=[O:43])[O:38][C:39]([CH3:42])([CH3:41])[CH3:40])[N:27]=3)[CH:24]=2)[NH:19][CH:18]=1. The catalyst is CN(C)C1C=CN=CC=1.O1CCCC1. The product is [Br:16][C:17]1[C:25]2[C:20](=[N:21][CH:22]=[C:23]([C:26]3[C:35]4[C:30](=[CH:31][CH:32]=[CH:33][CH:34]=4)[CH:29]=[C:28]([NH:36][C:37]([O:38][C:39]([CH3:42])([CH3:41])[CH3:40])=[O:43])[N:27]=3)[CH:24]=2)[N:19]([C:9]([O:11][C:12]([CH3:13])([CH3:14])[CH3:15])=[O:10])[CH:18]=1. The yield is 0.840. (6) The reactants are C1(P(C2C=CC=CC=2)C2C=CC=CC=2)C=CC=CC=1.CC(OC(/N=N/C(OC(C)C)=O)=O)C.[I:34][C:35]1[CH:36]=[C:37]([CH2:41][OH:42])[CH:38]=[CH:39][CH:40]=1.[Cl:43][C:44]1[C:45]([OH:54])=[C:46]([C:51](=[O:53])[CH3:52])[CH:47]=[CH:48][C:49]=1O. The catalyst is ClCCl.O1CCCC1. The product is [Cl:43][C:44]1[C:45]([OH:54])=[C:46]([C:51](=[O:53])[CH3:52])[CH:47]=[CH:48][C:49]=1[O:42][CH2:41][C:37]1[CH:38]=[CH:39][CH:40]=[C:35]([I:34])[CH:36]=1. The yield is 0.640. (7) The reactants are [F:1][C:2]1[CH:33]=[CH:32][C:5]([CH2:6][NH:7][CH2:8][C:9]2[CH:10]=[C:11]([CH:21]=[C:22]([O:24][C:25]3[CH:30]=[CH:29][C:28]([F:31])=[CH:27][CH:26]=3)[CH:23]=2)[CH2:12][NH:13][C:14](=[O:20])[O:15][C:16]([CH3:19])([CH3:18])[CH3:17])=[CH:4][CH:3]=1.[Cl:34][C:35]1[C:36]([OH:46])=[C:37]([S:42](Cl)(=[O:44])=[O:43])[CH:38]=[C:39]([Cl:41])[CH:40]=1.CCN(CC)CC. The catalyst is C1COCC1. The product is [Cl:34][C:35]1[C:36]([OH:46])=[C:37]([S:42]([N:7]([CH2:8][C:9]2[CH:10]=[C:11]([CH:21]=[C:22]([O:24][C:25]3[CH:26]=[CH:27][C:28]([F:31])=[CH:29][CH:30]=3)[CH:23]=2)[CH2:12][NH:13][C:14](=[O:20])[O:15][C:16]([CH3:19])([CH3:18])[CH3:17])[CH2:6][C:5]2[CH:4]=[CH:3][C:2]([F:1])=[CH:33][CH:32]=2)(=[O:44])=[O:43])[CH:38]=[C:39]([Cl:41])[CH:40]=1. The yield is 0.610.